Dataset: Forward reaction prediction with 1.9M reactions from USPTO patents (1976-2016). Task: Predict the product of the given reaction. (1) The product is: [Br:15][C:16]1[CH:17]=[CH:18][C:19]([C:22]([NH:10][S:7]([C:2]2[CH:3]=[CH:4][CH:5]=[CH:6][C:1]=2[S:11](=[O:13])(=[O:12])[NH2:14])(=[O:9])=[O:8])=[O:23])=[N:20][CH:21]=1. Given the reactants [C:1]1([S:11]([NH2:14])(=[O:13])=[O:12])[C:2]([S:7]([NH2:10])(=[O:9])=[O:8])=[CH:3][CH:4]=[CH:5][CH:6]=1.[Br:15][C:16]1[CH:17]=[CH:18][C:19]([C:22](O)=[O:23])=[N:20][CH:21]=1.C(Cl)CCl, predict the reaction product. (2) Given the reactants [CH3:1][C:2]1[CH:7]=[C:6]([CH3:8])[N:5]=[C:4]([N:9]2[CH2:16][CH:15]3[CH:11]([CH2:12][NH:13][CH2:14]3)[CH2:10]2)[N:3]=1.[CH3:17][C:18]1[CH:26]=[CH:25][C:21]([C:22](O)=[O:23])=[C:20]([N:27]2[N:31]=[CH:30][CH:29]=[N:28]2)[N:19]=1.CN(C(ON1N=NC2C=CC=NC1=2)=[N+](C)C)C.F[P-](F)(F)(F)(F)F.CCN(C(C)C)C(C)C, predict the reaction product. The product is: [CH3:1][C:2]1[CH:7]=[C:6]([CH3:8])[N:5]=[C:4]([N:9]2[CH2:16][CH:15]3[CH2:14][N:13]([C:22]([C:21]4[C:20]([N:27]5[N:31]=[CH:30][CH:29]=[N:28]5)=[N:19][C:18]([CH3:17])=[CH:26][CH:25]=4)=[O:23])[CH2:12][CH:11]3[CH2:10]2)[N:3]=1. (3) The product is: [CH3:1][O:2][C:3]1[CH:4]=[C:5]([C:9]2[C:10]([C:15]3[CH:20]=[CH:19][CH:18]=[CH:17][CH:16]=3)=[N:11][NH:12][C:13]=2[S:14][CH2:22][C:23]#[N:24])[CH:6]=[CH:7][CH:8]=1. Given the reactants [CH3:1][O:2][C:3]1[CH:4]=[C:5]([CH:9]2[C:13](=[S:14])[NH:12][N:11]=[C:10]2[C:15]2[CH:20]=[CH:19][CH:18]=[CH:17][CH:16]=2)[CH:6]=[CH:7][CH:8]=1.Br[CH2:22][C:23]#[N:24].C([O-])([O-])=O.[K+].[K+], predict the reaction product. (4) Given the reactants [CH3:1][C:2]1([CH3:19])[C:10]2[C:5](=[CH:6][C:7]([N+:15]([O-:17])=[O:16])=[C:8]([NH:11]C(=O)C)[CH:9]=2)[NH:4][C:3]1=[O:18].[CH3:20][C:21]([C:23]1[CH:28]=[CH:27][CH:26]=[C:25](Br)[CH:24]=1)=[O:22].C([O-])([O-])=O.[K+].[K+], predict the reaction product. The product is: [NH2:11][C:8]1[CH:9]=[C:10]2[C:5](=[CH:6][C:7]=1[N+:15]([O-:17])=[O:16])[N:4]([CH2:20][C:21](=[O:22])[C:23]1[CH:28]=[CH:27][CH:26]=[CH:25][CH:24]=1)[C:3](=[O:18])[C:2]2([CH3:1])[CH3:19]. (5) Given the reactants [F:1][C:2]1[CH:7]=[CH:6][C:5]([C:8]2[CH:13]=[CH:12][N:11]=[CH:10][C:9]=2[NH:14][CH2:15][CH2:16][S:17]([CH3:20])(=[O:19])=[O:18])=[C:4]([O:21][CH3:22])[CH:3]=1.FC1C=CC=C(OC)C=1C1C=CN=CC=1N(CC(F)(F)F)[C:39](=[O:54])[C:40]1[CH:45]=[C:44]([C:46]([F:49])([F:48])[F:47])[CH:43]=[C:42]([S:50]([CH3:53])(=[O:52])=[O:51])[CH:41]=1.CCN(C(C)C)C(C)C.[NH4+].[Cl-], predict the reaction product. The product is: [F:1][C:2]1[CH:7]=[CH:6][C:5]([C:8]2[CH:13]=[CH:12][N:11]=[CH:10][C:9]=2[N:14]([CH2:15][CH2:16][S:17]([CH3:20])(=[O:18])=[O:19])[C:39](=[O:54])[C:40]2[CH:45]=[C:44]([C:46]([F:49])([F:47])[F:48])[CH:43]=[C:42]([S:50]([CH3:53])(=[O:52])=[O:51])[CH:41]=2)=[C:4]([O:21][CH3:22])[CH:3]=1. (6) The product is: [CH2:19]([O:21][CH:22]([CH3:25])[CH2:23][NH:24][C:15]([C:4]1[C:3]2[C:7](=[CH:8][CH:9]=[CH:10][C:2]=2[Cl:1])[N:6]([CH:11]2[CH2:12][O:13][CH2:14]2)[CH:5]=1)=[O:17])[CH3:20]. Given the reactants [Cl:1][C:2]1[CH:10]=[CH:9][CH:8]=[C:7]2[C:3]=1[C:4]([C:15]([OH:17])=O)=[CH:5][N:6]2[CH:11]1[CH2:14][O:13][CH2:12]1.Cl.[CH2:19]([O:21][CH:22]([CH3:25])[CH2:23][NH2:24])[CH3:20], predict the reaction product.